Dataset: Catalyst prediction with 721,799 reactions and 888 catalyst types from USPTO. Task: Predict which catalyst facilitates the given reaction. (1) The catalyst class is: 115. Product: [CH2:1]([O:3][C:4](=[O:20])[CH2:5][CH2:6][CH2:7][N:8]1[C:12]2=[N:13][S:14][C:15]([C:32]3[O:31][C:30]([C:27]4[CH:26]=[CH:25][C:24]([N+:21]([O-:23])=[O:22])=[CH:29][CH:28]=4)=[CH:34][CH:33]=3)=[C:11]2[S:10][C:9]1=[S:17])[CH3:2]. Reactant: [CH2:1]([O:3][C:4](=[O:20])[CH:5](CC)[CH2:6][CH2:7][N:8]1[C:12]2=[N:13][S:14][C:15](N)=[C:11]2[S:10][C:9]1=[S:17])[CH3:2].[N+:21]([C:24]1[CH:29]=[CH:28][C:27]([C:30]2[O:31][CH:32]=[CH:33][CH:34]=2)=[CH:26][CH:25]=1)([O-:23])=[O:22].O.CCCCCC. (2) Reactant: [O:1]1[C:9]2[C:4](=[N:5][C:6]([C:10]([O:12][CH2:13][CH3:14])=[O:11])=[CH:7][CH:8]=2)[CH:3]=[CH:2]1.[Br:15]Br. The catalyst class is: 4. Product: [Br:15][C:3]1[C:4]2=[N:5][C:6]([C:10]([O:12][CH2:13][CH3:14])=[O:11])=[CH:7][CH:8]=[C:9]2[O:1][CH:2]=1.